Dataset: NCI-60 drug combinations with 297,098 pairs across 59 cell lines. Task: Regression. Given two drug SMILES strings and cell line genomic features, predict the synergy score measuring deviation from expected non-interaction effect. (1) Drug 1: C1=NC2=C(N1)C(=S)N=C(N2)N. Drug 2: CN(C(=O)NC(C=O)C(C(C(CO)O)O)O)N=O. Cell line: MDA-MB-435. Synergy scores: CSS=13.9, Synergy_ZIP=-4.00, Synergy_Bliss=-2.93, Synergy_Loewe=-16.9, Synergy_HSA=-2.15. (2) Drug 1: CC(CN1CC(=O)NC(=O)C1)N2CC(=O)NC(=O)C2. Drug 2: CCN(CC)CCCC(C)NC1=C2C=C(C=CC2=NC3=C1C=CC(=C3)Cl)OC. Cell line: OVCAR-4. Synergy scores: CSS=23.7, Synergy_ZIP=-0.527, Synergy_Bliss=9.65, Synergy_Loewe=9.66, Synergy_HSA=10.7. (3) Drug 2: CC(C)CN1C=NC2=C1C3=CC=CC=C3N=C2N. Cell line: SR. Drug 1: C1CC(=O)NC(=O)C1N2CC3=C(C2=O)C=CC=C3N. Synergy scores: CSS=8.43, Synergy_ZIP=-7.83, Synergy_Bliss=-7.25, Synergy_Loewe=-5.78, Synergy_HSA=-5.72. (4) Drug 1: CNC(=O)C1=CC=CC=C1SC2=CC3=C(C=C2)C(=NN3)C=CC4=CC=CC=N4. Drug 2: COC1=CC(=CC(=C1O)OC)C2C3C(COC3=O)C(C4=CC5=C(C=C24)OCO5)OC6C(C(C7C(O6)COC(O7)C8=CC=CS8)O)O. Cell line: HOP-62. Synergy scores: CSS=19.7, Synergy_ZIP=0.277, Synergy_Bliss=-3.45, Synergy_Loewe=-27.5, Synergy_HSA=-5.44. (5) Drug 1: C1=NC2=C(N1)C(=S)N=C(N2)N. Drug 2: CCC1(CC2CC(C3=C(CCN(C2)C1)C4=CC=CC=C4N3)(C5=C(C=C6C(=C5)C78CCN9C7C(C=CC9)(C(C(C8N6C)(C(=O)OC)O)OC(=O)C)CC)OC)C(=O)OC)O.OS(=O)(=O)O. Cell line: MOLT-4. Synergy scores: CSS=85.5, Synergy_ZIP=4.20, Synergy_Bliss=3.67, Synergy_Loewe=2.71, Synergy_HSA=3.84. (6) Drug 1: C1=CC=C(C=C1)NC(=O)CCCCCCC(=O)NO. Drug 2: CC1CCC2CC(C(=CC=CC=CC(CC(C(=O)C(C(C(=CC(C(=O)CC(OC(=O)C3CCCCN3C(=O)C(=O)C1(O2)O)C(C)CC4CCC(C(C4)OC)OCCO)C)C)O)OC)C)C)C)OC. Cell line: BT-549. Synergy scores: CSS=5.15, Synergy_ZIP=-3.24, Synergy_Bliss=-4.58, Synergy_Loewe=-4.27, Synergy_HSA=-4.06. (7) Drug 1: C1=CC(=CC=C1C#N)C(C2=CC=C(C=C2)C#N)N3C=NC=N3. Drug 2: CC1=C(C=C(C=C1)C(=O)NC2=CC(=CC(=C2)C(F)(F)F)N3C=C(N=C3)C)NC4=NC=CC(=N4)C5=CN=CC=C5. Cell line: TK-10. Synergy scores: CSS=-5.86, Synergy_ZIP=1.58, Synergy_Bliss=1.40, Synergy_Loewe=-5.60, Synergy_HSA=-5.34.